Dataset: Full USPTO retrosynthesis dataset with 1.9M reactions from patents (1976-2016). Task: Predict the reactants needed to synthesize the given product. The reactants are: F[C:2]1[CH:9]=[CH:8][CH:7]=[CH:6][C:3]=1[C:4]#[N:5].[NH:10]1[CH2:15][CH2:14][O:13][CH2:12][CH2:11]1. Given the product [O:13]1[CH2:14][CH2:15][N:10]([C:2]2[CH:9]=[CH:8][CH:7]=[CH:6][C:3]=2[C:4]#[N:5])[CH2:11][CH2:12]1, predict the reactants needed to synthesize it.